This data is from Forward reaction prediction with 1.9M reactions from USPTO patents (1976-2016). The task is: Predict the product of the given reaction. Given the reactants [CH3:1][C:2]([C:4]1[CH:5]=[CH:6][CH:7]=[C:8]([OH:10])[CH:9]=1)=[O:3].[CH2:11]=O.Cl.[CH3:14][NH:15][CH3:16].Cl, predict the reaction product. The product is: [CH3:14][N:15]([CH3:11])[CH2:16][CH2:1][C:2]([C:4]1[CH:5]=[CH:6][CH:7]=[C:8]([OH:10])[CH:9]=1)=[O:3].